From a dataset of Reaction yield outcomes from USPTO patents with 853,638 reactions. Predict the reaction yield, written as a fraction of the theoretical maximum amount of product (1.0 means a 100% yield; for example, 0.34 means a 34% yield). (1) The reactants are N(C(OCC)=O)=NC(OCC)=O.[Cl:13][C:14]1[C:23]2[C:18](=[CH:19][C:20]([O:25][CH3:26])=[C:21]([OH:24])[CH:22]=2)[N:17]=[CH:16][N:15]=1.[C:27]([N:30]1[CH2:35][CH2:34][N:33]([CH2:36][CH2:37][CH2:38]O)[CH2:32][CH2:31]1)(=[O:29])[CH3:28].C1(P(C2C=CC=CC=2)C2C=CC=CC=2)C=CC=CC=1. The catalyst is C(Cl)Cl. The product is [C:27]([N:30]1[CH2:35][CH2:34][N:33]([CH2:36][CH2:37][CH2:38][O:24][C:21]2[CH:22]=[C:23]3[C:18](=[CH:19][C:20]=2[O:25][CH3:26])[N:17]=[CH:16][N:15]=[C:14]3[Cl:13])[CH2:32][CH2:31]1)(=[O:29])[CH3:28]. The yield is 0.720. (2) The catalyst is CO. The reactants are Br[CH2:2][CH2:3][CH2:4][CH:5]=[CH2:6].[CH:7]1([NH2:10])[CH2:9][CH2:8]1. The yield is 0.600. The product is [CH2:2]([NH:10][CH:7]1[CH2:9][CH2:8]1)[CH2:3][CH2:4][CH:5]=[CH2:6].